From a dataset of Forward reaction prediction with 1.9M reactions from USPTO patents (1976-2016). Predict the product of the given reaction. Given the reactants [NH2:1][C:2]1[NH:3][C:4](=[O:19])[C:5]2[N:11]=[C:10]([C:12]3[CH:17]=[CH:16][C:15]([F:18])=[CH:14][CH:13]=3)[CH:9]=[CH:8][C:6]=2[N:7]=1.[C:20](OC(=O)C)(=[O:22])[CH3:21], predict the reaction product. The product is: [C:20]([NH:1][C:2]1[NH:3][C:4](=[O:19])[C:5]2[N:11]=[C:10]([C:12]3[CH:17]=[CH:16][C:15]([F:18])=[CH:14][CH:13]=3)[CH:9]=[CH:8][C:6]=2[N:7]=1)(=[O:22])[CH3:21].